This data is from Catalyst prediction with 721,799 reactions and 888 catalyst types from USPTO. The task is: Predict which catalyst facilitates the given reaction. Reactant: [C:1]([CH:6]=P(C1C=CC=CC=1)(C1C=CC=CC=1)C1C=CC=CC=1)([O:3][CH2:4][CH3:5])=[O:2].[Br:26][C:27]1[CH:34]=[CH:33][C:30]([CH:31]=O)=[CH:29][C:28]=1[F:35]. Product: [CH2:4]([O:3][C:1](=[O:2])[CH:6]=[CH:31][C:30]1[CH:33]=[CH:34][C:27]([Br:26])=[C:28]([F:35])[CH:29]=1)[CH3:5]. The catalyst class is: 2.